From a dataset of Full USPTO retrosynthesis dataset with 1.9M reactions from patents (1976-2016). Predict the reactants needed to synthesize the given product. (1) Given the product [C:2]([C:3]1[C:4]([CH3:5])=[C:18]([C:19]#[N:20])[S:15][C:14]=1[S:16][CH3:8])(=[O:7])[CH3:1], predict the reactants needed to synthesize it. The reactants are: [CH3:1][C:2](=[O:7])[CH2:3][C:4](=O)[CH3:5].[C:8]([O-])([O-])=O.[K+].[K+].[C:14](=[S:16])=[S:15].Cl[CH2:18][C:19]#[N:20].CI. (2) Given the product [C:1]([O:5][C:6]([N:8]1[CH2:13][CH2:12][CH:11]([CH:14]2[CH2:18][C:17]3[CH:19]=[C:20]([C:31]4[CH2:32][CH2:33][N:28]([S:25]([CH3:24])(=[O:27])=[O:26])[CH2:29][CH:30]=4)[CH:21]=[CH:22][C:16]=3[O:15]2)[CH2:10][CH2:9]1)=[O:7])([CH3:4])([CH3:3])[CH3:2], predict the reactants needed to synthesize it. The reactants are: [C:1]([O:5][C:6]([N:8]1[CH2:13][CH2:12][CH:11]([CH:14]2[CH2:18][C:17]3[CH:19]=[C:20](Br)[CH:21]=[CH:22][C:16]=3[O:15]2)[CH2:10][CH2:9]1)=[O:7])([CH3:4])([CH3:3])[CH3:2].[CH3:24][S:25]([N:28]1[CH2:33][CH:32]=[C:31](B2OC(C)(C)C(C)(C)O2)[CH2:30][CH2:29]1)(=[O:27])=[O:26].